Dataset: Catalyst prediction with 721,799 reactions and 888 catalyst types from USPTO. Task: Predict which catalyst facilitates the given reaction. (1) Product: [O:35]1[CH2:40][CH2:39][N:38]([C:41]2[C:46]([NH:47][C:55]3[C:64]4[C:59](=[CH:60][C:61]([F:66])=[CH:62][C:63]=4[F:65])[N:58]=[C:57]([C:67]4[CH:68]=[N:69][C:70]([N:73]5[CH2:74][CH2:75][CH:76]([CH3:79])[CH2:77][CH2:78]5)=[CH:71][CH:72]=4)[C:56]=3[CH3:80])=[CH:45][C:44]([N:48]3[CH2:49][CH2:50][O:51][CH2:52][CH2:53]3)=[CH:43][N:42]=2)[CH2:37][CH2:36]1. The catalyst class is: 101. Reactant: C1(P(C2CCCCC2)C2C=CC=CC=2C2C(C(C)C)=CC(C(C)C)=CC=2C(C)C)CCCCC1.[O:35]1[CH2:40][CH2:39][N:38]([C:41]2[C:46]([NH2:47])=[CH:45][C:44]([N:48]3[CH2:53][CH2:52][O:51][CH2:50][CH2:49]3)=[CH:43][N:42]=2)[CH2:37][CH2:36]1.Cl[C:55]1[C:64]2[C:59](=[CH:60][C:61]([F:66])=[CH:62][C:63]=2[F:65])[N:58]=[C:57]([C:67]2[CH:68]=[N:69][C:70]([N:73]3[CH2:78][CH2:77][CH:76]([CH3:79])[CH2:75][CH2:74]3)=[CH:71][CH:72]=2)[C:56]=1[CH3:80].CC(C)([O-])C.[Na+]. (2) The catalyst class is: 35. Product: [CH:10]1([N:13]2[C:17]([C:18]3[CH:19]=[C:20]([CH:24]4[CH2:33][C:32]([CH3:34])([CH3:35])[C:31]5[C:26](=[CH:27][CH:28]=[C:29]([C:36]([NH:9][S:6]([CH:3]6[CH2:5][CH2:4]6)(=[O:8])=[O:7])=[O:37])[CH:30]=5)[NH:25]4)[CH:21]=[CH:22][CH:23]=3)=[N:16][N:15]=[N:14]2)[CH2:12][CH2:11]1. Reactant: [H-].[Na+].[CH:3]1([S:6]([NH2:9])(=[O:8])=[O:7])[CH2:5][CH2:4]1.[CH:10]1([N:13]2[C:17]([C:18]3[CH:19]=[C:20]([CH:24]4[CH2:33][C:32]([CH3:35])([CH3:34])[C:31]5[C:26](=[CH:27][CH:28]=[C:29]([C:36](O)=[O:37])[CH:30]=5)[NH:25]4)[CH:21]=[CH:22][CH:23]=3)=[N:16][N:15]=[N:14]2)[CH2:12][CH2:11]1.C(N1C=CN=C1)(N1C=CN=C1)=O.